From a dataset of Full USPTO retrosynthesis dataset with 1.9M reactions from patents (1976-2016). Predict the reactants needed to synthesize the given product. Given the product [O:1]1[CH2:6][CH2:5][O:4][CH2:3][CH:2]1[CH:7]([NH:19][CH2:18][C:15]1[CH:16]=[CH:17][C:12]([O:11][CH3:10])=[CH:13][CH:14]=1)[CH3:8], predict the reactants needed to synthesize it. The reactants are: [O:1]1[CH2:6][CH2:5][O:4][CH2:3][CH:2]1[C:7](=O)[CH3:8].[CH3:10][O:11][C:12]1[CH:17]=[CH:16][C:15]([CH2:18][NH2:19])=[CH:14][CH:13]=1.C(O[BH-](OC(=O)C)OC(=O)C)(=O)C.[Na+].